Dataset: Full USPTO retrosynthesis dataset with 1.9M reactions from patents (1976-2016). Task: Predict the reactants needed to synthesize the given product. (1) Given the product [Cl:1][C:2]1[CH:9]=[CH:8][CH:7]=[C:6]([O:10][CH2:12][CH3:13])[C:3]=1[CH:4]=[O:5], predict the reactants needed to synthesize it. The reactants are: [Cl:1][C:2]1[CH:9]=[CH:8][CH:7]=[C:6]([OH:10])[C:3]=1[CH:4]=[O:5].I[CH2:12][CH3:13].C([O-])([O-])=O.[K+].[K+].CCOCC. (2) Given the product [Cl:38][C:17]1[N:16]=[C:15]2[C:20]([N:21]=[CH:22][N:14]2[C@@H:12]2[CH2:13][C@H:9]([NH:8][C:50](=[O:53])[CH2:51][CH3:52])[C@@H:10]([OH:40])[C@H:11]2[OH:39])=[C:19]([NH:23][CH2:24][CH:25]([C:32]2[CH:33]=[CH:34][CH:35]=[CH:36][CH:37]=2)[C:26]2[CH:31]=[CH:30][CH:29]=[CH:28][CH:27]=2)[N:18]=1, predict the reactants needed to synthesize it. The reactants are: OC(C(F)(F)F)=O.[NH2:8][C@H:9]1[CH2:13][C@@H:12]([N:14]2[CH:22]=[N:21][C:20]3[C:15]2=[N:16][C:17]([Cl:38])=[N:18][C:19]=3[NH:23][CH2:24][CH:25]([C:32]2[CH:37]=[CH:36][CH:35]=[CH:34][CH:33]=2)[C:26]2[CH:31]=[CH:30][CH:29]=[CH:28][CH:27]=2)[C@H:11]([OH:39])[C@@H:10]1[OH:40].CCN(C(C)C)C(C)C.[C:50](Cl)(=[O:53])[CH2:51][CH3:52].